Dataset: Forward reaction prediction with 1.9M reactions from USPTO patents (1976-2016). Task: Predict the product of the given reaction. (1) Given the reactants [Br:1][C:2]1[CH:14]=[CH:13][C:12]2[C:11]3[C:6](=[CH:7][CH:8]=[CH:9][CH:10]=3)[CH2:5][C:4]=2[CH:3]=1.[OH-].[K+].[CH2:17]([CH:19]([CH2:22][CH2:23][CH2:24][CH3:25])[CH2:20]Br)[CH3:18].[Cl-].[Na+], predict the reaction product. The product is: [Br:1][C:2]1[CH:14]=[CH:13][C:12]2[C:11]3[C:6](=[CH:7][CH:8]=[CH:9][CH:10]=3)[C:5]([CH2:5][CH:4]([CH2:12][CH3:11])[CH2:3][CH2:2][CH2:14][CH3:13])([CH2:20][CH:19]([CH2:17][CH3:18])[CH2:22][CH2:23][CH2:24][CH3:25])[C:4]=2[CH:3]=1. (2) Given the reactants [C:1]([C:5]1[CH:6]=[C:7]([C:16]2[CH:21]=[CH:20][C:19]([C:22]([O:24]CC)=[O:23])=[CH:18][CH:17]=2)[CH:8]=[C:9](C(C)(C)C)[C:10]=1[OH:11])([CH3:4])([CH3:3])[CH3:2], predict the reaction product. The product is: [C:1]([C:18]1[CH:17]=[C:16]([C:7]2[CH:6]=[C:5]([C:1]([CH3:3])([CH3:4])[CH3:2])[C:10]([OH:11])=[CH:9][CH:8]=2)[CH:21]=[CH:20][C:19]=1[C:22]([OH:24])=[O:23])([CH3:4])([CH3:3])[CH3:2].